Regression/Classification. Given a drug SMILES string, predict its toxicity properties. Task type varies by dataset: regression for continuous values (e.g., LD50, hERG inhibition percentage) or binary classification for toxic/non-toxic outcomes (e.g., AMES mutagenicity, cardiotoxicity, hepatotoxicity). Dataset: ld50_zhu. From a dataset of Acute oral toxicity (LD50) regression data from Zhu et al.. (1) The molecule is CC(O)COCC(C)O. The rat oral LD50 is 0.956, given as -log10 of the dose in mol/kg body weight (higher means more acutely toxic). (2) The compound is CC(=O)C(C)C. The rat oral LD50 is 2.77, given as -log10 of the dose in mol/kg body weight (higher means more acutely toxic).